This data is from Catalyst prediction with 721,799 reactions and 888 catalyst types from USPTO. The task is: Predict which catalyst facilitates the given reaction. (1) Reactant: [CH3:1][O:2][C:3]([C:5]1[CH:10]=[N:9][C:8](Cl)=[CH:7][N:6]=1)=[O:4].[C:12]([N:19]1[CH2:24][CH2:23][NH:22][CH2:21][CH2:20]1)([O:14][C:15]([CH3:18])([CH3:17])[CH3:16])=[O:13].C([O-])([O-])=O.[K+].[K+]. Product: [CH3:1][O:2][C:3]([C:5]1[N:6]=[CH:7][C:8]([N:22]2[CH2:21][CH2:20][N:19]([C:12]([O:14][C:15]([CH3:18])([CH3:17])[CH3:16])=[O:13])[CH2:24][CH2:23]2)=[N:9][CH:10]=1)=[O:4]. The catalyst class is: 10. (2) Reactant: [H-].[Na+].[OH:3][CH2:4][CH2:5][CH:6]1[CH2:11][CH2:10][N:9]([C:12]([O:14][C:15]([CH3:18])([CH3:17])[CH3:16])=[O:13])[CH2:8][CH2:7]1.F[C:20]1[CH:25]=[CH:24][C:23]([N+:26]([O-:28])=[O:27])=[CH:22][C:21]=1[I:29]. Product: [I:29][C:21]1[CH:22]=[C:23]([N+:26]([O-:28])=[O:27])[CH:24]=[CH:25][C:20]=1[O:3][CH2:4][CH2:5][CH:6]1[CH2:7][CH2:8][N:9]([C:12]([O:14][C:15]([CH3:18])([CH3:17])[CH3:16])=[O:13])[CH2:10][CH2:11]1. The catalyst class is: 7. (3) Reactant: [Si:1]([O:8][C:9]1[CH:10]=[C:11]2[C:16](=[CH:17][CH:18]=1)[CH:15]=[C:14]([C:19]#[C:20][CH2:21][CH2:22][NH:23]C(=O)OCC1C=CC=CC=1)[CH:13]=[CH:12]2)([C:4]([CH3:7])([CH3:6])[CH3:5])([CH3:3])[CH3:2]. Product: [Si:1]([O:8][C:9]1[CH:10]=[C:11]2[C:16](=[CH:17][CH:18]=1)[CH:15]=[C:14]([CH2:19][CH2:20][CH2:21][CH2:22][NH2:23])[CH:13]=[CH:12]2)([C:4]([CH3:7])([CH3:6])[CH3:5])([CH3:3])[CH3:2]. The catalyst class is: 19. (4) Reactant: [C:1]1([C:7]2[C:8](O[C:11](=[O:13])[CH:12]=2)=[O:9])[CH:6]=[CH:5][CH:4]=[CH:3][CH:2]=1.Cl.[NH2:15][NH2:16]. Product: [C:1]1([C:7]2[CH:12]=[C:11]([OH:13])[N:16]=[N:15][C:8]=2[OH:9])[CH:6]=[CH:5][CH:4]=[CH:3][CH:2]=1. The catalyst class is: 14.